Dataset: Catalyst prediction with 721,799 reactions and 888 catalyst types from USPTO. Task: Predict which catalyst facilitates the given reaction. (1) Reactant: [CH3:1][O:2][C:3](=[O:22])[C:4]1[CH:9]=[C:8]([Br:10])[C:7](F)=[C:6]([F:12])[C:5]=1[NH:13][C:14]1[CH:19]=[CH:18][C:17]([Cl:20])=[CH:16][C:15]=1[Cl:21].[N-:23]=[N+:24]=[N-:25].[Na+]. Product: [CH3:1][O:2][C:3](=[O:22])[C:4]1[CH:9]=[C:8]([Br:10])[C:7]([N:23]=[N+:24]=[N-:25])=[C:6]([F:12])[C:5]=1[NH:13][C:14]1[CH:19]=[CH:18][C:17]([Cl:20])=[CH:16][C:15]=1[Cl:21]. The catalyst class is: 474. (2) Reactant: Cl[C:2]1[CH:7]=[C:6]([NH:8][C:9]2[CH:18]=[CH:17][CH:16]=[CH:15][C:10]=2[C:11]([NH:13][CH3:14])=[O:12])[C:5]([CH:19]2[CH2:21][CH2:20]2)=[CH:4][N:3]=1.[CH2:22]([N:24]1[C:28]([NH2:29])=[CH:27][C:26]([CH3:30])=[N:25]1)[CH3:23].C([O-])([O-])=O.[Cs+].[Cs+].CC1(C)C2C(=C(P(C3C=CC=CC=3)C3C=CC=CC=3)C=CC=2)OC2C(P(C3C=CC=CC=3)C3C=CC=CC=3)=CC=CC1=2. Product: [CH:19]1([C:5]2[C:6]([NH:8][C:9]3[CH:18]=[CH:17][CH:16]=[CH:15][C:10]=3[C:11]([NH:13][CH3:14])=[O:12])=[CH:7][C:2]([NH:29][C:28]3[N:24]([CH2:22][CH3:23])[N:25]=[C:26]([CH3:30])[CH:27]=3)=[N:3][CH:4]=2)[CH2:21][CH2:20]1. The catalyst class is: 102. (3) Reactant: Cl[CH2:2][CH2:3][O:4][C:5]1[CH:10]=[CH:9][C:8]([C:11]([C:24]2[CH:29]=[CH:28][C:27]([OH:30])=[CH:26][CH:25]=2)=[C:12]([C:15]2[CH:20]=[CH:19][C:18]([OH:21])=[C:17]([O:22][CH3:23])[CH:16]=2)[CH2:13][CH3:14])=[CH:7][CH:6]=1.[CH3:31][NH2:32]. Product: [OH:30][C:27]1[CH:28]=[CH:29][C:24]([C:11]([C:8]2[CH:9]=[CH:10][C:5]([O:4][CH2:3][CH2:2][NH:32][CH3:31])=[CH:6][CH:7]=2)=[C:12]([C:15]2[CH:20]=[CH:19][C:18]([OH:21])=[C:17]([O:22][CH3:23])[CH:16]=2)[CH2:13][CH3:14])=[CH:25][CH:26]=1. The catalyst class is: 5. (4) Reactant: Br[C:2]1[CH:3]=[C:4]([C:14]([NH:16][CH2:17][C:18]2[C:19](=[O:28])[NH:20][C:21]([CH3:27])=[CH:22][C:23]=2[CH:24]([CH3:26])[CH3:25])=[O:15])[C:5]2[CH:6]=[N:7][N:8]([CH:11]([CH3:13])[CH3:12])[C:9]=2[CH:10]=1.CC1(C)C(C)(C)OB([C:37]2[CH:38]=[CH:39][C:40]([N:43]3[CH2:48][CH2:47][NH:46][CH2:45][CH2:44]3)=[N:41][CH:42]=2)O1.C(=O)(O)[O-].[Na+]. Product: [CH:11]([N:8]1[C:9]2[CH:10]=[C:2]([C:37]3[CH:42]=[N:41][C:40]([N:43]4[CH2:44][CH2:45][NH:46][CH2:47][CH2:48]4)=[CH:39][CH:38]=3)[CH:3]=[C:4]([C:14]([NH:16][CH2:17][C:18]3[C:19](=[O:28])[NH:20][C:21]([CH3:27])=[CH:22][C:23]=3[CH:24]([CH3:26])[CH3:25])=[O:15])[C:5]=2[CH:6]=[N:7]1)([CH3:13])[CH3:12]. The catalyst class is: 669. (5) Reactant: [Br:1][CH2:2][C:3]([O:5][C:6]([CH3:9])([CH3:8])[CH3:7])=[O:4].[C:10]([O:14][C:15]([NH:17][CH:18]([C:30]1[CH:35]=[CH:34][CH:33]=[CH:32][CH:31]=1)[C:19]([O:21][C@@H:22]1[CH:27]2[CH2:28][CH2:29][N:24]([CH2:25][CH2:26]2)[CH2:23]1)=[O:20])=[O:16])([CH3:13])([CH3:12])[CH3:11]. Product: [Br-:1].[C:6]([O:5][C:3](=[O:4])[CH2:2][N+:24]12[CH2:25][CH2:26][CH:27]([CH2:28][CH2:29]1)[C@@H:22]([O:21][C:19](=[O:20])[CH:18]([NH:17][C:15]([O:14][C:10]([CH3:12])([CH3:11])[CH3:13])=[O:16])[C:30]1[CH:35]=[CH:34][CH:33]=[CH:32][CH:31]=1)[CH2:23]2)([CH3:9])([CH3:8])[CH3:7]. The catalyst class is: 10. (6) Reactant: Br.[NH2:2][C@@H:3]([CH2:7][C:8]1[CH:13]=[CH:12][C:11]([OH:14])=[C:10]([Br:15])[CH:9]=1)[C:4]([OH:6])=[O:5].[C:16](=[O:19])([O-:18])[O-].[K+].[K+].[C:22](Cl)(=[O:38])[O:23][CH2:24][CH:25]1[C:37]2[CH:36]=[CH:35][CH:34]=[CH:33][C:32]=2[C:31]2[C:26]1=[CH:27][CH:28]=[CH:29][CH:30]=2. Product: [CH:27]1[C:26]2[CH:25]([CH2:24][O:18][C:16]([NH:2][C@@H:3]([CH2:7][C:8]3[CH:13]=[CH:12][C:11]([O:14][C:22]([O:23][CH2:24][CH:25]4[C:37]5[CH:36]=[CH:35][CH:34]=[CH:33][C:32]=5[C:31]5[C:26]4=[CH:27][CH:28]=[CH:29][CH:30]=5)=[O:38])=[C:10]([Br:15])[CH:9]=3)[C:4]([OH:6])=[O:5])=[O:19])[C:37]3[C:32](=[CH:33][CH:34]=[CH:35][CH:36]=3)[C:31]=2[CH:30]=[CH:29][CH:28]=1. The catalyst class is: 38. (7) Reactant: [C:1]1([C@@H:7]2[O:12][CH2:11][CH2:10][NH:9][CH2:8]2)[CH:6]=[CH:5][CH:4]=[CH:3][CH:2]=1.[Cl:13][C:14]1[N:19]=[CH:18][C:17]([CH:20]=O)=[CH:16][CH:15]=1.C(O[BH-](OC(=O)C)OC(=O)C)(=O)C.[Na+].C(=O)(O)[O-].[Na+]. Product: [Cl:13][C:14]1[N:19]=[CH:18][C:17]([CH2:20][N:9]2[CH2:10][CH2:11][O:12][C@@H:7]([C:1]3[CH:2]=[CH:3][CH:4]=[CH:5][CH:6]=3)[CH2:8]2)=[CH:16][CH:15]=1. The catalyst class is: 68.